This data is from Full USPTO retrosynthesis dataset with 1.9M reactions from patents (1976-2016). The task is: Predict the reactants needed to synthesize the given product. (1) Given the product [O:1]1[CH2:6][CH2:5][CH2:4][CH2:3][CH:2]1[N:7]1[C:15]2[C:10](=[CH:11][C:12]([CH2:16][CH2:17][C:18]([NH:24][NH2:25])=[O:20])=[CH:13][CH:14]=2)[CH:9]=[N:8]1, predict the reactants needed to synthesize it. The reactants are: [O:1]1[CH2:6][CH2:5][CH2:4][CH2:3][CH:2]1[N:7]1[C:15]2[C:10](=[CH:11][C:12]([CH2:16][CH2:17][C:18]([O:20]CC)=O)=[CH:13][CH:14]=2)[CH:9]=[N:8]1.O.[NH2:24][NH2:25]. (2) Given the product [NH2:15][C:13]1[NH:14][C:10]([N:9]([C:4]2[CH:5]=[CH:6][C:7]([F:8])=[C:2]([F:1])[CH:3]=2)[CH2:16][CH2:17][CH2:18][OH:19])=[N:11][N:12]=1, predict the reactants needed to synthesize it. The reactants are: [F:1][C:2]1[CH:3]=[C:4]([N:9]([CH2:16][CH2:17][CH2:18][O:19]C2CCCCO2)[C:10]2[NH:14][C:13]([NH2:15])=[N:12][N:11]=2)[CH:5]=[CH:6][C:7]=1[F:8].Cl. (3) Given the product [C:15](=[O:16])([O:13][C:8]1[CH:9]=[CH:10][CH:11]=[CH:12][C:7]=1[C:1]1[CH:2]=[CH:3][CH:4]=[CH:5][CH:6]=1)[O:17][C:18]1[CH:23]=[CH:22][CH:21]=[CH:20][CH:19]=1, predict the reactants needed to synthesize it. The reactants are: [C:1]1([C:7]2[CH:12]=[CH:11][CH:10]=[CH:9][C:8]=2[OH:13])[CH:6]=[CH:5][CH:4]=[CH:3][CH:2]=1.Cl[C:15]([O:17][C:18]1[CH:23]=[CH:22][CH:21]=[CH:20][CH:19]=1)=[O:16].C(N(CC)CC)C. (4) The reactants are: [CH2:1]([N:3]1[C:7]2=[N:8][C:9]([CH2:45][CH3:46])=[C:10]([CH2:19][N:20]([CH2:29][C:30]3[CH:31]=[C:32]([C:37]4[CH:42]=[CH:41][CH:40]=[C:39]([CH:43]=O)[CH:38]=4)[C:33]([CH3:36])=[CH:34][CH:35]=3)[C:21]([C:23]3([C:26]([NH2:28])=[O:27])[CH2:25][CH2:24]3)=[O:22])[C:11]([NH:12][CH:13]3[CH2:18][CH2:17][O:16][CH2:15][CH2:14]3)=[C:6]2[CH:5]=[N:4]1)[CH3:2].C([N:54]1[CH2:59][CH2:58][NH:57][C@@H:56]([CH3:60])[CH2:55]1)(OC(C)(C)C)=O.C(O[BH-](OC(=O)C)OC(=O)C)(=O)C.[Na+].C(O)(=O)C. Given the product [CH2:1]([N:3]1[C:7]2=[N:8][C:9]([CH2:45][CH3:46])=[C:10]([CH2:19][N:20]([CH2:29][C:30]3[CH:31]=[C:32]([C:37]4[CH:42]=[CH:41][CH:40]=[C:39]([CH2:43][N:57]5[CH2:58][CH2:59][NH:54][CH2:55][C@H:56]5[CH3:60])[CH:38]=4)[C:33]([CH3:36])=[CH:34][CH:35]=3)[C:21]([C:23]3([C:26]([NH2:28])=[O:27])[CH2:25][CH2:24]3)=[O:22])[C:11]([NH:12][CH:13]3[CH2:18][CH2:17][O:16][CH2:15][CH2:14]3)=[C:6]2[CH:5]=[N:4]1)[CH3:2], predict the reactants needed to synthesize it. (5) Given the product [CH2:1]([O:8][C:9]1[CH:10]=[CH:11][C:12]([C:13]([N:18]2[CH2:23][CH2:22][CH2:21][CH2:20][CH2:19]2)=[O:15])=[CH:16][CH:17]=1)[C:2]1[CH:3]=[CH:4][CH:5]=[CH:6][CH:7]=1, predict the reactants needed to synthesize it. The reactants are: [CH2:1]([O:8][C:9]1[CH:17]=[CH:16][C:12]([C:13]([OH:15])=O)=[CH:11][CH:10]=1)[C:2]1[CH:7]=[CH:6][CH:5]=[CH:4][CH:3]=1.[NH:18]1[CH2:23][CH2:22][CH2:21][CH2:20][CH2:19]1.C([O-])(O)=O.[Na+]. (6) Given the product [CH3:8][CH:7]([NH:24][CH:14]1[CH2:15][CH2:16][N:11]([CH3:10])[CH2:12][CH2:13]1)[C:1]1[CH:2]=[CH:3][CH:4]=[CH:5][CH:6]=1, predict the reactants needed to synthesize it. The reactants are: [C:1]1([CH2:7][CH2:8]N)[CH:6]=[CH:5][CH:4]=[CH:3][CH:2]=1.[CH3:10][N:11]1[CH2:16][CH2:15][C:14](=O)[CH2:13][CH2:12]1.C(O)(=O)C.[BH3-]C#[N:24].[Na+]. (7) Given the product [CH3:16][O:15][C:14]1[C:13]2[C:8](=[CH:9][CH:10]=[CH:11][CH:12]=2)[N:7]([CH2:18][C:19]2[C:28]3[C:23](=[CH:24][CH:25]=[CH:26][CH:27]=3)[CH:22]=[CH:21][CH:20]=2)[C:6]=1[C:4]([OH:3])=[O:5], predict the reactants needed to synthesize it. The reactants are: C([O:3][C:4]([C:6]1[NH:7][C:8]2[C:13]([C:14]=1[O:15][CH3:16])=[CH:12][CH:11]=[CH:10][CH:9]=2)=[O:5])C.Br[CH2:18][C:19]1[C:28]2[C:23](=[CH:24][CH:25]=[CH:26][CH:27]=2)[CH:22]=[CH:21][CH:20]=1. (8) Given the product [S:11]([C:15]1[CH:16]=[CH:17][C:18]([NH:21][N:22]=[CH:6][C:5]2[CH:8]=[CH:9][C:2]([CH3:1])=[CH:3][CH:4]=2)=[CH:19][CH:20]=1)(=[O:14])(=[O:13])[NH2:12], predict the reactants needed to synthesize it. The reactants are: [CH3:1][C:2]1[CH:9]=[CH:8][C:5]([CH:6]=O)=[CH:4][CH:3]=1.Cl.[S:11]([C:15]1[CH:20]=[CH:19][C:18]([NH:21][NH2:22])=[CH:17][CH:16]=1)(=[O:14])(=[O:13])[NH2:12].